This data is from Full USPTO retrosynthesis dataset with 1.9M reactions from patents (1976-2016). The task is: Predict the reactants needed to synthesize the given product. (1) Given the product [CH3:1][C:2]1[CH:3]=[C:4]([CH:9]=[CH:10][C:11]=1[NH:12][C:13](=[O:28])[C:14]1[CH:19]=[CH:18][C:17]([O:20][CH2:21][C:22]2[CH:27]=[CH:26][CH:25]=[CH:24][N:23]=2)=[CH:16][CH:15]=1)[C:5]([OH:7])=[O:6], predict the reactants needed to synthesize it. The reactants are: [CH3:1][C:2]1[CH:3]=[C:4]([CH:9]=[CH:10][C:11]=1[NH:12][C:13](=[O:28])[C:14]1[CH:19]=[CH:18][C:17]([O:20][CH2:21][C:22]2[CH:27]=[CH:26][CH:25]=[CH:24][N:23]=2)=[CH:16][CH:15]=1)[C:5]([O:7]C)=[O:6].[OH-].[Na+].Cl. (2) Given the product [CH2:1]([O:4][C:5]1[CH:10]=[CH:9][C:8]([S:31]([Cl:34])(=[O:33])=[O:32])=[CH:7][C:6]=1[C:11]1[NH:16][C:15](=[O:17])[C:14]2=[C:18]([CH3:30])[N:19]=[C:20]([CH2:21][CH:22]([CH2:28][CH3:29])[CH2:23][CH2:24][CH2:25][CH2:26][CH3:27])[N:13]2[N:12]=1)[CH2:2][CH3:3], predict the reactants needed to synthesize it. The reactants are: [CH2:1]([O:4][C:5]1[CH:10]=[CH:9][CH:8]=[CH:7][C:6]=1[C:11]1[NH:16][C:15](=[O:17])[C:14]2=[C:18]([CH3:30])[N:19]=[C:20]([CH2:21][CH:22]([CH2:28][CH3:29])[CH2:23][CH2:24][CH2:25][CH2:26][CH3:27])[N:13]2[N:12]=1)[CH2:2][CH3:3].[S:31](Cl)([Cl:34])(=[O:33])=[O:32]. (3) The reactants are: C(O[C:5](=[O:7])[CH3:6])(=O)C.Cl.[C:9]1([CH3:15])[CH:14]=[CH:13][CH:12]=[CH:11][CH:10]=1. Given the product [CH3:15][C:9]1[CH:14]=[CH:13][C:12]([C:5](=[O:7])[CH3:6])=[CH:11][CH:10]=1, predict the reactants needed to synthesize it. (4) Given the product [Cl:15][C:2]1[CH:3]=[C:4]([CH:8]=[C:9]([C:11]([F:14])([F:13])[F:12])[CH:10]=1)[C:5]([OH:7])=[O:6], predict the reactants needed to synthesize it. The reactants are: N[C:2]1[CH:3]=[C:4]([CH:8]=[C:9]([C:11]([F:14])([F:13])[F:12])[CH:10]=1)[C:5]([OH:7])=[O:6].[ClH:15]. (5) Given the product [F:27][C:9]([F:8])([F:26])[O:10][C:11]1[CH:25]=[CH:24][CH:23]=[C:22]2[C:12]=1[CH2:13][CH2:14][C:15]1([O:21]2)[CH2:16][CH2:17][N:18]([C:42]2[CH:41]=[C:40]([C:37]3[N:38]=[N:39][N:35]([CH2:34][C:33]([OH:46])=[O:32])[N:36]=3)[O:44][N:43]=2)[CH2:19][CH2:20]1, predict the reactants needed to synthesize it. The reactants are: C([O-])([O-])=O.[Na+].[Na+].[Cl-].[F:8][C:9]([F:27])([F:26])[O:10][C:11]1[CH:25]=[CH:24][CH:23]=[C:22]2[C:12]=1[CH2:13][CH2:14][C:15]1([O:21]2)[CH2:20][CH2:19][NH2+:18][CH2:17][CH2:16]1.C([O:32][C:33](=[O:46])[CH2:34][N:35]1[N:39]=[N:38][C:37]([CH:40]2[O:44][N:43]=[C:42](Br)[CH2:41]2)=[N:36]1)(C)(C)C.[NH4+].[Cl-]. (6) Given the product [CH3:5][CH2:4][CH2:3][CH:2]([CH3:7])[CH3:1].[C:18]([O:17][CH:15]([O:14][C:12](=[O:13])[CH2:11][CH2:10][C:9]([OH:21])=[O:8])[CH3:16])(=[O:20])[CH3:19], predict the reactants needed to synthesize it. The reactants are: [CH2:1]([O:8][C:9](=[O:21])[CH2:10][CH2:11][C:12]([O:14][CH:15]([O:17][C:18](=[O:20])[CH3:19])[CH3:16])=[O:13])[C:2]1[CH:7]=C[CH:5]=[CH:4][CH:3]=1. (7) The reactants are: C[C:2]1([CH:13]=[CH:12][C:8]([C:9]([O-:11])=[O:10])=[CH:7][CH:6]1[N+:14]([O-:16])=[O:15])[C:3]([O-])=[O:4].CCOCC.CO.[Li+].[BH4-]. Given the product [OH:4][CH2:3][C:2]1[CH:13]=[CH:12][C:8]([C:9]([OH:11])=[O:10])=[CH:7][C:6]=1[N+:14]([O-:16])=[O:15], predict the reactants needed to synthesize it. (8) Given the product [CH2:13]([N:20]1[CH2:25][CH2:24][N:23]([C:2]2[C:11]3[C:6](=[CH:7][CH:8]=[CH:9][CH:10]=3)[C:5](=[O:12])[NH:4][N:3]=2)[CH2:22][CH2:21]1)[C:14]1[CH:15]=[CH:16][CH:17]=[CH:18][CH:19]=1, predict the reactants needed to synthesize it. The reactants are: Cl[C:2]1[C:11]2[C:6](=[CH:7][CH:8]=[CH:9][CH:10]=2)[C:5](=[O:12])[NH:4][N:3]=1.[CH2:13]([N:20]1[CH2:25][CH2:24][NH:23][CH2:22][CH2:21]1)[C:14]1[CH:19]=[CH:18][CH:17]=[CH:16][CH:15]=1. (9) Given the product [NH2:1][C:2]1[C:11]2[N:10]=[CH:9][C:8]([CH2:12][CH2:13][C:14]3[CH:19]=[CH:18][C:17]([CH2:38][O:41][CH3:42])=[CH:16][C:15]=3[CH3:24])=[CH:7][C:6]=2[C:5]2[CH:25]=[CH:26][C:27]([CH2:29][CH2:30][C:31]([O:33][CH2:34][CH3:35])=[O:32])=[CH:28][C:4]=2[N:3]=1, predict the reactants needed to synthesize it. The reactants are: [NH2:1][C:2]1[C:11]2[N:10]=[CH:9][C:8]([C:12]#[C:13][C:14]3[CH:19]=[CH:18][C:17](OCOC)=[CH:16][C:15]=3[CH3:24])=[CH:7][C:6]=2[C:5]2[CH:25]=[CH:26][C:27]([CH2:29][CH2:30][C:31]([O:33][CH2:34][CH3:35])=[O:32])=[CH:28][C:4]=2[N:3]=1.[H][H].[C:38]([O:41][CH2:42]C)(=O)C.C(O)C.